This data is from Reaction yield outcomes from USPTO patents with 853,638 reactions. The task is: Predict the reaction yield, written as a fraction of the theoretical maximum amount of product (1.0 means a 100% yield; for example, 0.34 means a 34% yield). (1) The reactants are [Cl:1][C:2]1[CH:3]=[C:4]([C:9]([N:11]2[CH2:16][CH2:15][CH2:14][CH:13]([CH2:17][CH2:18][CH3:19])[CH2:12]2)=[O:10])[CH:5]=[N:6][C:7]=1Cl.[NH2:20][C:21]1[CH:22]=[N:23][C:24]([CH3:27])=[CH:25][CH:26]=1.C1C=CC(P(C2C(C3C(P(C4C=CC=CC=4)C4C=CC=CC=4)=CC=C4C=3C=CC=C4)=C3C(C=CC=C3)=CC=2)C2C=CC=CC=2)=CC=1.C(=O)([O-])[O-].[K+].[K+]. The catalyst is C1(C)C=CC=CC=1.CC([O-])=O.CC([O-])=O.[Pd+2].CCOC(C)=O. The yield is 0.230. The product is [Cl:1][C:2]1[CH:3]=[C:4]([C:9]([N:11]2[CH2:16][CH2:15][CH2:14][CH:13]([CH2:17][CH2:18][CH3:19])[CH2:12]2)=[O:10])[CH:5]=[N:6][C:7]=1[NH:20][C:21]1[CH:22]=[N:23][C:24]([CH3:27])=[CH:25][CH:26]=1. (2) The reactants are C([O:3][C:4](=[O:19])[CH:5]([O:16][CH2:17][CH3:18])[CH2:6][C:7]1[CH:8]=[C:9]2[C:13](=[CH:14][CH:15]=1)[NH:12][CH:11]=[CH:10]2)C.Cl[CH2:21][C:22]1[N:23]=[C:24]([C:28]2[CH:33]=[CH:32][C:31]([F:34])=[C:30]([CH3:35])[CH:29]=2)[O:25][C:26]=1[CH3:27]. No catalyst specified. The product is [CH2:17]([O:16][CH:5]([CH2:6][C:7]1[CH:8]=[C:9]2[C:13](=[CH:14][CH:15]=1)[N:12]([CH2:21][C:22]1[N:23]=[C:24]([C:28]3[CH:33]=[CH:32][C:31]([F:34])=[C:30]([CH3:35])[CH:29]=3)[O:25][C:26]=1[CH3:27])[CH:11]=[CH:10]2)[C:4]([OH:3])=[O:19])[CH3:18]. The yield is 0.480. (3) The reactants are [CH3:1][S:2][C:3]1[CH:8]=[CH:7][C:6]([CH:9]([CH2:13][C@H:14]2[CH2:18][CH2:17][CH2:16][O:15]2)[C:10]([OH:12])=O)=[CH:5][C:4]=1[C:19]([F:22])([F:21])[F:20].C(Cl)(=O)C(Cl)=O.[NH2:29][C:30]1[CH:35]=[N:34][CH:33]=[CH:32][N:31]=1.N1C=CC=CC=1. The catalyst is C(Cl)Cl.CN(C)C=O.O1CCCC1.O. The product is [CH3:1][S:2][C:3]1[CH:8]=[CH:7][C:6]([CH:9]([CH2:13][C@H:14]2[CH2:18][CH2:17][CH2:16][O:15]2)[C:10]([NH:29][C:30]2[CH:35]=[N:34][CH:33]=[CH:32][N:31]=2)=[O:12])=[CH:5][C:4]=1[C:19]([F:22])([F:21])[F:20]. The yield is 0.610. (4) The reactants are [Br:1][C:2]1[CH:7]=[C:6](/[CH:8]=[CH:9]/[CH:10]([C:15]2[CH:20]=[C:19]([Cl:21])[C:18]([Cl:22])=[C:17]([Cl:23])[CH:16]=2)[C:11]([F:14])([F:13])[F:12])[CH:5]=[CH:4][C:3]=1[C:24]1[O:25][C:26](=[O:31])[C:27]([CH3:30])([CH3:29])[N:28]=1.[CH3:32][C:33]([CH3:37])([CH3:36])[CH2:34][NH2:35]. The catalyst is C(Cl)Cl. The product is [Br:1][C:2]1[CH:7]=[C:6](/[CH:8]=[CH:9]/[CH:10]([C:15]2[CH:16]=[C:17]([Cl:23])[C:18]([Cl:22])=[C:19]([Cl:21])[CH:20]=2)[C:11]([F:14])([F:13])[F:12])[CH:5]=[CH:4][C:3]=1[C:24]([NH:28][C:27]([CH3:29])([CH3:30])[C:26]([NH:35][CH2:34][C:33]([CH3:37])([CH3:36])[CH3:32])=[O:31])=[O:25]. The yield is 0.860.